Dataset: Reaction yield outcomes from USPTO patents with 853,638 reactions. Task: Predict the reaction yield, written as a fraction of the theoretical maximum amount of product (1.0 means a 100% yield; for example, 0.34 means a 34% yield). (1) The catalyst is CN(C=O)C.O. The product is [C:25]([O:29][C:30]([NH:31][C:32]1[CH:37]=[CH:36][CH:35]=[CH:34][C:33]=1[NH:38][C:50]([C:47]1[CH:46]=[CH:45][C:44]([C:42]([O:41][CH3:40])=[O:43])=[CH:49][N:48]=1)=[O:51])=[O:39])([CH3:28])([CH3:26])[CH3:27]. The reactants are CN(C(ON1N=NC2C=CC=NC1=2)=[N+](C)C)C.F[P-](F)(F)(F)(F)F.[C:25]([O:29][C:30](=[O:39])[NH:31][C:32]1[CH:37]=[CH:36][CH:35]=[CH:34][C:33]=1[NH2:38])([CH3:28])([CH3:27])[CH3:26].[CH3:40][O:41][C:42]([C:44]1[CH:45]=[CH:46][C:47]([C:50](O)=[O:51])=[N:48][CH:49]=1)=[O:43].CN1CCOCC1. The yield is 0.790. (2) The reactants are [CH3:1][C:2]1[CH:3]=[C:4]([C:12](=O)[CH2:13][C:14](=O)[C:15]([F:18])([F:17])[F:16])[CH:5]=[CH:6][C:7]=1[C:8]([F:11])([F:10])[F:9].[NH2:21][C:22]1[C:26]([C:27]2[CH:32]=[CH:31][N:30]=[C:29]([CH3:33])[CH:28]=2)=[CH:25][NH:24][N:23]=1. No catalyst specified. The product is [CH3:1][C:2]1[CH:3]=[C:4]([C:12]2[CH:13]=[C:14]([C:15]([F:18])([F:17])[F:16])[N:23]3[N:24]=[CH:25][C:26]([C:27]4[CH:32]=[CH:31][N:30]=[C:29]([CH3:33])[CH:28]=4)=[C:22]3[N:21]=2)[CH:5]=[CH:6][C:7]=1[C:8]([F:11])([F:10])[F:9]. The yield is 0.520. (3) The reactants are [OH-:1].[Na+].[NH2:3]O.C[O:6][C:7]([C:9]1[CH:17]=[C:16]2[C:12]([CH:13]=[CH:14][N:15]2[CH2:18][C:19]2[CH:24]=[CH:23][C:22]([O:25][CH:26]([F:28])[F:27])=[CH:21][CH:20]=2)=[CH:11][CH:10]=1)=O. The catalyst is C1COCC1.CO.O. The product is [OH:1][NH:3][C:7]([C:9]1[CH:17]=[C:16]2[C:12]([CH:13]=[CH:14][N:15]2[CH2:18][C:19]2[CH:24]=[CH:23][C:22]([O:25][CH:26]([F:28])[F:27])=[CH:21][CH:20]=2)=[CH:11][CH:10]=1)=[O:6]. The yield is 0.750. (4) The reactants are O(P(O[C:18]1[N:19]([C:24]([O:26][C:27]([CH3:30])([CH3:29])[CH3:28])=[O:25])[CH2:20][CH2:21][O:22][CH:23]=1)(OC1C=CC=CC=1)=O)C1C=CC=CC=1.[CH2:31]([N:38]1[CH:42]=[C:41](B2OC(C)(C)C(C)(C)O2)[CH:40]=[N:39]1)[C:32]1[CH:37]=[CH:36][CH:35]=[CH:34][CH:33]=1. No catalyst specified. The product is [CH2:31]([N:38]1[CH:42]=[C:41]([C:18]2[N:19]([C:24]([O:26][C:27]([CH3:28])([CH3:29])[CH3:30])=[O:25])[CH2:20][CH2:21][O:22][CH:23]=2)[CH:40]=[N:39]1)[C:32]1[CH:37]=[CH:36][CH:35]=[CH:34][CH:33]=1. The yield is 0.430. (5) The reactants are [N+:1]([C:4]1[CH:9]=[C:8]([N+:10]([O-:12])=[O:11])[CH:7]=[CH:6][C:5]=1[CH:13]([CH3:17])[C:14]([OH:16])=[O:15])([O-:3])=[O:2].CO.[CH3:20][Si](C=[N+]=[N-])(C)C. The catalyst is C1(C)C=CC=CC=1. The product is [CH3:20][O:15][C:14](=[O:16])[CH:13]([C:5]1[CH:6]=[CH:7][C:8]([N+:10]([O-:12])=[O:11])=[CH:9][C:4]=1[N+:1]([O-:3])=[O:2])[CH3:17]. The yield is 0.900.